Dataset: NCI-60 drug combinations with 297,098 pairs across 59 cell lines. Task: Regression. Given two drug SMILES strings and cell line genomic features, predict the synergy score measuring deviation from expected non-interaction effect. Drug 1: C(CN)CNCCSP(=O)(O)O. Drug 2: CC1C(C(CC(O1)OC2CC(CC3=C2C(=C4C(=C3O)C(=O)C5=C(C4=O)C(=CC=C5)OC)O)(C(=O)CO)O)N)O.Cl. Cell line: LOX IMVI. Synergy scores: CSS=53.4, Synergy_ZIP=1.55, Synergy_Bliss=-0.384, Synergy_Loewe=-43.1, Synergy_HSA=0.0542.